Task: Predict which catalyst facilitates the given reaction.. Dataset: Catalyst prediction with 721,799 reactions and 888 catalyst types from USPTO (1) Reactant: [F:1][C:2]([F:15])([F:14])[C:3]1[CH:4]=[CH:5][CH:6]=[C:7]2[C:12]=1[N:11]=[CH:10][CH:9]=[C:8]2[OH:13].[N:16]([C:19]1[CH:24]=[CH:23][C:22]([S:25](Cl)(=[O:27])=[O:26])=[CH:21][CH:20]=1)=[C:17]=[O:18].[NH2:29][C:30]1[S:31][CH:32]=[CH:33][N:34]=1. Product: [F:15][C:2]([F:1])([F:14])[C:3]1[CH:4]=[CH:5][CH:6]=[C:7]2[C:12]=1[N:11]=[CH:10][CH:9]=[C:8]2[O:13][C:17](=[O:18])[NH:16][C:19]1[CH:24]=[CH:23][C:22]([S:25](=[O:27])(=[O:26])[NH:29][C:30]2[S:31][CH:32]=[CH:33][N:34]=2)=[CH:21][CH:20]=1. The catalyst class is: 859. (2) Reactant: N1(CCNC(=O)/C=C/C2C=CC=CC=2F)C2C=CC=CC=2N=C1.[N:24]1([CH2:30][CH2:31][CH2:32][NH2:33])[CH2:29][CH2:28][S:27][CH2:26][CH2:25]1.[F:34][C:35]1[CH:45]=[CH:44][C:38]([CH:39]=[CH:40][C:41](O)=[O:42])=[CH:37][CH:36]=1.CCN=C=NCCCN(C)C.Cl. Product: [F:34][C:35]1[CH:36]=[CH:37][C:38](/[CH:39]=[CH:40]/[C:41]([NH:33][CH2:32][CH2:31][CH2:30][N:24]2[CH2:29][CH2:28][S:27][CH2:26][CH2:25]2)=[O:42])=[CH:44][CH:45]=1. The catalyst class is: 2. (3) Reactant: [CH3:1][CH2:2][CH2:3][CH2:4][CH2:5][CH2:6][CH2:7][CH2:8][CH2:9][CH2:10][CH2:11][CH2:12][O:13][C:14]([CH:16]([N:18]([CH3:20])[CH3:19])[CH3:17])=[O:15].[C:21]([OH:28])(=[O:27])/[CH:22]=[CH:23]\[C:24]([OH:26])=[O:25]. Product: [C:21]([OH:28])(=[O:27])/[CH:22]=[CH:23]\[C:24]([OH:26])=[O:25].[CH3:19][N:18]([CH3:20])[CH:16]([CH3:17])[C:14]([O:13][CH2:12][CH2:11][CH2:10][CH2:9][CH2:8][CH2:7][CH2:6][CH2:5][CH2:4][CH2:3][CH2:2][CH3:1])=[O:15]. The catalyst class is: 5. (4) Reactant: O=[C:2]1[C:11]2[CH2:10][CH2:9][N:8]([C:12]([O:14][C:15]([CH3:18])([CH3:17])[CH3:16])=[O:13])[CH2:7][C:6]=2[NH:5][C:4]2[CH:19]=[CH:20][CH:21]=[C:22]([C:23]([O:25]C)=O)[C:3]1=2.O.[NH2:28][NH2:29].C(O)(=O)C.O. Product: [O:25]=[C:23]1[C:22]2[C:3]3=[C:4]([CH:19]=[CH:20][CH:21]=2)[NH:5][C:6]2[CH2:7][N:8]([C:12]([O:14][C:15]([CH3:16])([CH3:18])[CH3:17])=[O:13])[CH2:9][CH2:10][C:11]=2[C:2]3=[N:29][NH:28]1. The catalyst class is: 474. (5) Reactant: [C:1]([C:5]1[CH:17]=[CH:16][C:15]2[C:14]3[C:9](=[CH:10][C:11]([C:18]([CH3:21])([CH3:20])[CH3:19])=[CH:12][CH:13]=3)[CH2:8][C:7]=2[CH:6]=1)([CH3:4])([CH3:3])[CH3:2].[Br:22]Br. Product: [Br:22][C:16]1[C:15]2[C:14]3[C:9](=[CH:10][C:11]([C:18]([CH3:21])([CH3:20])[CH3:19])=[CH:12][CH:13]=3)[CH2:8][C:7]=2[CH:6]=[C:5]([C:1]([CH3:4])([CH3:3])[CH3:2])[CH:17]=1. The catalyst class is: 292. (6) Reactant: [Br:1][CH2:2][CH2:3][OH:4].C1C=CC(P(C2C=CC=CC=2)C2C=CC=CC=2)=CC=1.[NH:24]([C:38]([O:40][C:41]([CH3:44])([CH3:43])[CH3:42])=[O:39])[C@H:25]([C:34]([O:36][CH3:37])=[O:35])[CH2:26][C:27]1[CH:32]=[CH:31][C:30](O)=[CH:29][CH:28]=1.CCOC(/N=N/C(OCC)=O)=O. Product: [Br:1][CH2:2][CH2:3][O:4][C:30]1[CH:29]=[CH:28][C:27]([CH2:26][C@H:25]([NH:24][C:38]([O:40][C:41]([CH3:44])([CH3:43])[CH3:42])=[O:39])[C:34]([O:36][CH3:37])=[O:35])=[CH:32][CH:31]=1. The catalyst class is: 1.